The task is: Predict the product of the given reaction.. This data is from Forward reaction prediction with 1.9M reactions from USPTO patents (1976-2016). (1) The product is: [CH3:12][O:7][C:6](=[O:8])[C:5]1[CH:9]=[CH:10][C:2]([CH3:1])=[N:3][CH:4]=1. Given the reactants [CH3:1][C:2]1[CH:10]=[CH:9][C:5]([C:6]([OH:8])=[O:7])=[CH:4][N:3]=1.Cl.[CH3:12]O, predict the reaction product. (2) The product is: [CH:15]1([NH:18][C:19](=[O:20])[C:21]2[CH:28]=[CH:27][C:24]([C:25]3[NH:12][C:5]4[CH:4]=[C:3]([O:2][CH3:1])[CH:8]=[CH:7][C:6]=4[N:9]=3)=[CH:23][CH:22]=2)[CH2:16][CH2:17]1. Given the reactants [CH3:1][O:2][C:3]1[CH:8]=[CH:7][C:6]([N+:9]([O-])=O)=[C:5]([N+:12]([O-])=O)[CH:4]=1.[CH:15]1([NH:18][C:19]([C:21]2[CH:28]=[CH:27][C:24]([CH:25]=O)=[CH:23][CH:22]=2)=[O:20])[CH2:17][CH2:16]1, predict the reaction product. (3) Given the reactants [Br:1][C:2]1[CH:3]=[C:4]([CH:8]=[C:9]([O:11][C:12]([F:15])([F:14])[F:13])[CH:10]=1)[C:5]([OH:7])=[O:6].[CH2:16](OC(=O)C1C=CC(Br)=C(C(F)(F)F)C=1)[CH3:17], predict the reaction product. The product is: [CH2:16]([O:6][C:5](=[O:7])[C:4]1[CH:8]=[C:9]([O:11][C:12]([F:13])([F:14])[F:15])[CH:10]=[C:2]([Br:1])[CH:3]=1)[CH3:17]. (4) Given the reactants [C:1]1([C@@H:7]([NH2:16])[C@@H:8]([C:10]2[CH:15]=[CH:14][CH:13]=[CH:12][CH:11]=2)[NH2:9])[CH:6]=[CH:5][CH:4]=[CH:3][CH:2]=1.C(N(CC)CC)C.[CH:24]([C:27]1[CH:32]=[C:31]([CH:33]([CH3:35])[CH3:34])[CH:30]=[C:29]([CH:36]([CH3:38])[CH3:37])[C:28]=1[S:39](Cl)(=[O:41])=[O:40])([CH3:26])[CH3:25], predict the reaction product. The product is: [NH2:16][C@H:7]([C:1]1[CH:2]=[CH:3][CH:4]=[CH:5][CH:6]=1)[C@H:8]([NH:9][S:39]([C:28]1[C:29]([CH:36]([CH3:37])[CH3:38])=[CH:30][C:31]([CH:33]([CH3:35])[CH3:34])=[CH:32][C:27]=1[CH:24]([CH3:26])[CH3:25])(=[O:41])=[O:40])[C:10]1[CH:15]=[CH:14][CH:13]=[CH:12][CH:11]=1.